This data is from Full USPTO retrosynthesis dataset with 1.9M reactions from patents (1976-2016). The task is: Predict the reactants needed to synthesize the given product. (1) Given the product [CH2:3]([O:7][C:9]1[CH:14]=[C:13]([S:15][CH3:16])[N:12]=[CH:11][N:10]=1)[C:4]#[C:5][CH3:6], predict the reactants needed to synthesize it. The reactants are: [H-].[Na+].[CH2:3]([OH:7])[C:4]#[C:5][CH3:6].Cl[C:9]1[CH:14]=[C:13]([S:15][CH3:16])[N:12]=[CH:11][N:10]=1.[Cl-].[NH4+]. (2) Given the product [N:1]1([C:6]2[CH:34]=[CH:33][C:9]([CH2:10][C:11]3[C:12]([O:36][CH3:35])=[N:13][C:14]4[C:19]([C:20]=3[Cl:21])=[CH:18][C:17]([C:22]([C:24]3[CH:31]=[CH:30][C:27]([C:28]#[N:29])=[CH:26][CH:25]=3)=[O:23])=[CH:16][CH:15]=4)=[CH:8][CH:7]=2)[CH:5]=[N:4][CH:3]=[N:2]1, predict the reactants needed to synthesize it. The reactants are: [N:1]1([C:6]2[CH:34]=[CH:33][C:9]([CH2:10][C:11]3[C:12](Cl)=[N:13][C:14]4[C:19]([C:20]=3[Cl:21])=[CH:18][C:17]([C:22]([C:24]3[CH:31]=[CH:30][C:27]([C:28]#[N:29])=[CH:26][CH:25]=3)=[O:23])=[CH:16][CH:15]=4)=[CH:8][CH:7]=2)[CH:5]=[N:4][CH:3]=[N:2]1.[CH3:35][O-:36].[Na+].C1(C)C=CC=CC=1.